This data is from Catalyst prediction with 721,799 reactions and 888 catalyst types from USPTO. The task is: Predict which catalyst facilitates the given reaction. Reactant: [CH2:1]([Mg]Br)[CH3:2].[CH2:5]([N:12]([CH3:21])[CH2:13][CH2:14][C:15](N(OC)C)=[O:16])[C:6]1[CH:11]=[CH:10][CH:9]=[CH:8][CH:7]=1.[NH4+].[Cl-]. Product: [CH2:5]([N:12]([CH3:21])[CH2:13][CH2:14][C:15](=[O:16])[CH2:1][CH3:2])[C:6]1[CH:11]=[CH:10][CH:9]=[CH:8][CH:7]=1. The catalyst class is: 1.